From a dataset of Forward reaction prediction with 1.9M reactions from USPTO patents (1976-2016). Predict the product of the given reaction. (1) Given the reactants [F:1][C:2]1[C:12]([SH:13])=[CH:11][CH:10]=[CH:9][C:3]=1[C:4]([O:6][CH2:7][CH3:8])=[O:5].C1C(=O)N(Cl)C(=O)C1.[Cl:22][C:23]1[C:31]([F:32])=[C:30]2[C:26]([CH:27]=[CH:28][N:29]2[C:33]2[CH:34]=[N:35][CH:36]=[CH:37][CH:38]=2)=[CH:25][CH:24]=1.C([O-])(O)=O.[Na+], predict the reaction product. The product is: [Cl:22][C:23]1[C:31]([F:32])=[C:30]2[C:26]([C:27]([S:13][C:12]3[C:2]([F:1])=[C:3]([CH:9]=[CH:10][CH:11]=3)[C:4]([O:6][CH2:7][CH3:8])=[O:5])=[CH:28][N:29]2[C:33]2[CH:34]=[N:35][CH:36]=[CH:37][CH:38]=2)=[CH:25][CH:24]=1. (2) Given the reactants [CH3:1][O:2][C:3]1[CH:4]=[C:5]([CH:9]=[CH:10][CH:11]=1)[CH2:6]CN.[C:12](=[O:15])([O-:14])[O-].[Cs+].[Cs+].[CH2:18](Br)[CH:19]=[CH:20][C:21]1[CH:26]=[CH:25][CH:24]=[CH:23][CH:22]=1.[CH3:28][N:29](C=[O:32])C, predict the reaction product. The product is: [C:3]([OH:2])(=[O:32])/[CH:11]=[CH:10]/[C:12]([OH:14])=[O:15].[CH3:1][O:2][C:3]1[C:4]2[CH:20]([C:21]3[CH:26]=[CH:25][CH:24]=[CH:23][CH:22]=3)[CH2:19][CH2:18][N:29]([CH3:28])[CH2:6][C:5]=2[CH:9]=[CH:10][CH:11]=1. (3) Given the reactants [CH2:1]([C:3]1[CH:15]=[C:14]2[C:6]([C:7](=O)[CH2:8][C:9]3([O:13]2)[CH2:12][CH2:11][CH2:10]3)=[C:5]([CH3:17])[C:4]=1[OH:18])[CH3:2].Cl.[CH3:20][O:21][NH2:22].C([O-])(=O)C.[Na+].O, predict the reaction product. The product is: [CH3:20][O:21][N:22]=[C:7]1[C:6]2[C:14](=[CH:15][C:3]([CH2:1][CH3:2])=[C:4]([OH:18])[C:5]=2[CH3:17])[O:13][C:9]2([CH2:12][CH2:11][CH2:10]2)[CH2:8]1. (4) The product is: [ClH:30].[CH3:22][O:21][CH2:20][CH:12]1[CH2:11][NH:10][CH2:15][CH:14]([CH2:16][O:17][CH3:18])[N:13]1[CH3:19]. Given the reactants C1(S([N:10]2[CH2:15][CH:14]([CH2:16][O:17][CH3:18])[N:13]([CH3:19])[CH:12]([CH2:20][O:21][CH3:22])[CH2:11]2)(=O)=O)C=CC=CC=1.C1(C)C=CC=CC=1.[ClH:30], predict the reaction product.